Dataset: Peptide-MHC class II binding affinity with 134,281 pairs from IEDB. Task: Regression. Given a peptide amino acid sequence and an MHC pseudo amino acid sequence, predict their binding affinity value. This is MHC class II binding data. (1) The peptide sequence is VDIKPKDSDEFIPMK. The MHC is HLA-DPA10201-DPB10101 with pseudo-sequence HLA-DPA10201-DPB10101. The binding affinity (normalized) is 0.303. (2) The peptide sequence is EGRKVAIKGPLRISA. The MHC is DRB1_0301 with pseudo-sequence DRB1_0301. The binding affinity (normalized) is 0.364.